From a dataset of Full USPTO retrosynthesis dataset with 1.9M reactions from patents (1976-2016). Predict the reactants needed to synthesize the given product. (1) Given the product [CH3:24][O:25][CH2:26][C:27]([N:14]1[CH2:13][CH2:12][N:11]([C:8]2[CH:7]=[CH:6][C:5]([N+:2]([O-:4])=[O:3])=[CH:10][N:9]=2)[CH2:16][CH2:15]1)=[O:28], predict the reactants needed to synthesize it. The reactants are: Cl.[N+:2]([C:5]1[CH:6]=[CH:7][C:8]([N:11]2[CH2:16][CH2:15][NH:14][CH2:13][CH2:12]2)=[N:9][CH:10]=1)([O-:4])=[O:3].CCN(CC)CC.[CH3:24][O:25][CH2:26][C:27](O)=[O:28].C1C=CC2N(O)N=NC=2C=1.CCN=C=NCCCN(C)C.Cl. (2) Given the product [Cl:1][C:2]1[C:10]2[O:9][N:8]=[C:7]([CH3:11])[C:6]=2[CH:5]=[C:4]2[C:3]=1[N:14]1[CH2:15][C@@H:16]([CH3:21])[O:17][C@@H:18]([CH3:20])[C@@H:19]1[C:28]1([C:26](=[O:27])[NH:25][C:23](=[O:24])[NH:22][C:29]1=[O:30])[CH2:12]2, predict the reactants needed to synthesize it. The reactants are: [Cl:1][C:2]1[C:10]2[O:9][N:8]=[C:7]([CH3:11])[C:6]=2[CH:5]=[C:4]([CH:12]=O)[C:3]=1[N:14]1[CH2:19][C@H:18]([CH3:20])[O:17][C@H:16]([CH3:21])[CH2:15]1.[NH:22]1[C:29](=[O:30])[CH2:28][C:26](=[O:27])[NH:25][C:23]1=[O:24]. (3) Given the product [CH3:10][CH:9]([CH3:14])[CH2:8][O:16][C:6]1[N:7]([C:17]2[CH:22]=[CH:21][C:20]([O:23][CH2:24][C:25]([F:28])([F:27])[F:26])=[CH:19][CH:18]=2)[C:8](=[O:16])[C:9]2[CH2:14][C:13](=[O:15])[NH:12][C:10]=2[N:11]=1, predict the reactants needed to synthesize it. The reactants are: [H-].[Na+].CS([C:6]1[N:7]([C:17]2[CH:22]=[CH:21][C:20]([O:23][CH2:24][C:25]([F:28])([F:27])[F:26])=[CH:19][CH:18]=2)[C:8](=[O:16])[C:9]2[CH2:14][C:13](=[O:15])[NH:12][C:10]=2[N:11]=1)=O. (4) Given the product [NH2:22][C:11]1[N:12]=[C:13]([C:14]2[CH:19]=[CH:18][C:17]([Cl:20])=[CH:16][C:15]=2[Cl:21])[C:8]2[CH:7]=[C:6]([C:31]([OH:27])([CH3:30])[CH3:24])[S:23][C:9]=2[N:10]=1, predict the reactants needed to synthesize it. The reactants are: C(OC([C:6]1[S:23][C:9]2[N:10]=[C:11]([NH2:22])[N:12]=[C:13]([C:14]3[CH:19]=[CH:18][C:17]([Cl:20])=[CH:16][C:15]=3[Cl:21])[C:8]=2[CH:7]=1)=O)C.[CH3:24][Mg]Br.[O:27]1[CH2:31][CH2:30]CC1. (5) Given the product [C:6]([C:8]1[CH:9]=[C:10]2[C:15](=[CH:16][C:17]=1[O:18][CH2:19][C@H:20]([OH:21])[CH2:22][N:3]([CH2:4][CH3:5])[CH2:1][CH3:2])[N:14]=[CH:13][CH:12]=[C:11]2[O:23][C:24]1[CH:29]=[CH:28][C:27]([NH:30][C:31]([NH:33][C:34]2[S:35][CH:36]=[CH:37][N:38]=2)=[O:32])=[C:26]([F:39])[CH:25]=1)#[N:7], predict the reactants needed to synthesize it. The reactants are: [CH2:1]([NH:3][CH2:4][CH3:5])[CH3:2].[C:6]([C:8]1[CH:9]=[C:10]2[C:15](=[CH:16][C:17]=1[O:18][CH2:19][C@H:20]1[CH2:22][O:21]1)[N:14]=[CH:13][CH:12]=[C:11]2[O:23][C:24]1[CH:29]=[CH:28][C:27]([NH:30][C:31]([NH:33][C:34]2[S:35][CH:36]=[CH:37][N:38]=2)=[O:32])=[C:26]([F:39])[CH:25]=1)#[N:7]. (6) Given the product [CH3:1][C:2]1[C:10]2[N:9]([S:11]([C:14]3[CH:15]=[CH:16][C:17]([CH3:18])=[CH:19][CH:20]=3)(=[O:13])=[O:12])[CH:8]=[CH:7][C:6]=2[C:5]([CH:21]=[O:22])=[C:4]([CH2:29][O:30][C:31]2[CH:36]=[CH:35][CH:34]=[CH:33][CH:32]=2)[CH:3]=1, predict the reactants needed to synthesize it. The reactants are: [CH3:1][C:2]1[CH:3]=[C:4]([CH2:29][OH:30])[C:5]([CH2:21][O:22]C2CCCCO2)=[C:6]2[C:10]=1[N:9]([S:11]([C:14]1[CH:20]=[CH:19][C:17]([CH3:18])=[CH:16][CH:15]=1)(=[O:13])=[O:12])[CH:8]=[CH:7]2.[C:31]1(O)[CH:36]=[CH:35][CH:34]=[CH:33][CH:32]=1. (7) Given the product [C:1]([O:5][C:6](=[O:9])[CH2:7]/[N:8]=[CH:16]/[CH2:15][C:11]1([CH3:10])[CH2:14][O:13][CH2:12]1)([CH3:4])([CH3:3])[CH3:2], predict the reactants needed to synthesize it. The reactants are: [C:1]([O:5][C:6](=[O:9])[CH2:7][NH2:8])([CH3:4])([CH3:3])[CH3:2].[CH3:10][C:11]1([CH2:15][CH:16]=O)[CH2:14][O:13][CH2:12]1.